From a dataset of Forward reaction prediction with 1.9M reactions from USPTO patents (1976-2016). Predict the product of the given reaction. (1) Given the reactants [N:1]1([NH:10][C:11](=[O:18])[C:12]2[CH:17]=[CH:16][CH:15]=[N:14][CH:13]=2)[C:9]2[C:4](=[CH:5][CH:6]=[CH:7][CH:8]=2)[CH2:3][CH2:2]1.[I:19][CH3:20], predict the reaction product. The product is: [I-:19].[N:1]1([NH:10][C:11]([C:12]2[CH:13]=[N+:14]([CH3:20])[CH:15]=[CH:16][CH:17]=2)=[O:18])[C:9]2[C:4](=[CH:5][CH:6]=[CH:7][CH:8]=2)[CH2:3][CH2:2]1. (2) Given the reactants [F:1][C:2]([F:24])([F:23])[C:3]1[CH:4]=[C:5]([C:13]2[N:17]=[CH:16][N:15](/[CH:18]=[CH:19]\[C:20]([OH:22])=O)[N:14]=2)[CH:6]=[C:7]([C:9]([F:12])([F:11])[F:10])[CH:8]=1.[O:25]1[CH2:30][CH2:29][N:28]([C:31](=[O:36])[C:32]([NH:34][NH2:35])=[O:33])[CH2:27][CH2:26]1.C(P1(=O)OP(CCC)(=O)OP(CCC)(=O)O1)CC.CCN(C(C)C)C(C)C, predict the reaction product. The product is: [F:10][C:9]([F:11])([F:12])[C:7]1[CH:6]=[C:5]([C:13]2[N:17]=[CH:16][N:15](/[CH:18]=[CH:19]\[C:20]([NH:35][NH:34][C:32](=[O:33])[C:31]([N:28]3[CH2:29][CH2:30][O:25][CH2:26][CH2:27]3)=[O:36])=[O:22])[N:14]=2)[CH:4]=[C:3]([C:2]([F:1])([F:23])[F:24])[CH:8]=1. (3) Given the reactants Cl.[NH2:2][C@@H:3]1[C:9](=[O:10])[N:8]([CH3:11])[C:7]2[CH:12]=[CH:13][CH:14]=[CH:15][C:6]=2[N:5]([C:16](=[O:21])[C:17]([CH3:20])([CH3:19])[CH3:18])[CH2:4]1.[F:22][C:23]([F:36])([C:32]([F:35])([F:34])[F:33])[CH2:24][NH:25][C:26](=[O:31])[CH2:27][C:28](O)=[O:29], predict the reaction product. The product is: [CH3:19][C:17]([CH3:18])([CH3:20])[C:16]([N:5]1[CH2:4][C@H:3]([NH:2][C:28](=[O:29])[CH2:27][C:26]([NH:25][CH2:24][C:23]([F:36])([F:22])[C:32]([F:33])([F:35])[F:34])=[O:31])[C:9](=[O:10])[N:8]([CH3:11])[C:7]2[CH:12]=[CH:13][CH:14]=[CH:15][C:6]1=2)=[O:21]. (4) Given the reactants Cl.[N+:2]([C:5]1[CH:13]=[C:12]([CH2:14][N:15]2[CH2:20][CH2:19][CH2:18][CH2:17][CH2:16]2)[CH:11]=[CH:10][C:6]=1[C:7]([OH:9])=O)([O-:4])=[O:3].S(Cl)(Cl)=O.[F:25][C:26]1[CH:27]=[C:28]([CH:40]=[C:41]([F:43])[CH:42]=1)[CH2:29][C:30]1[CH:31]=[C:32]2[C:36](=[CH:37][CH:38]=1)[NH:35][N:34]=[C:33]2[NH2:39].[NH4+].[OH-], predict the reaction product. The product is: [F:25][C:26]1[CH:27]=[C:28]([CH:40]=[C:41]([F:43])[CH:42]=1)[CH2:29][C:30]1[CH:31]=[C:32]2[C:36](=[CH:37][CH:38]=1)[NH:35][N:34]=[C:33]2[NH:39][C:7](=[O:9])[C:6]1[CH:10]=[CH:11][C:12]([CH2:14][N:15]2[CH2:20][CH2:19][CH2:18][CH2:17][CH2:16]2)=[CH:13][C:5]=1[N+:2]([O-:4])=[O:3].